Dataset: Catalyst prediction with 721,799 reactions and 888 catalyst types from USPTO. Task: Predict which catalyst facilitates the given reaction. (1) Reactant: [CH:1]1([NH:6][C:7]2[N:12]=[C:11]([C:13]3[C:14]([C:30]4[CH:35]=[CH:34][C:33]([F:36])=[CH:32][CH:31]=4)=[N:15][N:16]4[CH:21]=[C:20]([NH:22]C(=O)OC(C)(C)C)[CH:19]=[CH:18][C:17]=34)[CH:10]=[CH:9][N:8]=2)[CH2:5][CH2:4][CH2:3][CH2:2]1.[ClH:37]. Product: [ClH:37].[ClH:37].[CH:1]1([NH:6][C:7]2[N:12]=[C:11]([C:13]3[C:14]([C:30]4[CH:31]=[CH:32][C:33]([F:36])=[CH:34][CH:35]=4)=[N:15][N:16]4[CH:21]=[C:20]([NH2:22])[CH:19]=[CH:18][C:17]=34)[CH:10]=[CH:9][N:8]=2)[CH2:5][CH2:4][CH2:3][CH2:2]1. The catalyst class is: 363. (2) Reactant: [C:1]([O:5][C:6]([NH:8][C:9]1[CH:14]=[CH:13][CH:12]=[C:11]([OH:15])[CH:10]=1)=[O:7])([CH3:4])([CH3:3])[CH3:2].C1(P(C2C=CC=CC=2)C2C=CC=CC=2)C=CC=CC=1.[C:35]([C:37]1[CH:42]=[CH:41][C:40]([CH2:43][CH2:44]O)=[CH:39][CH:38]=1)#[N:36].CCOC(/N=N/C(OCC)=O)=O. Product: [C:1]([O:5][C:6]([NH:8][C:9]1[CH:14]=[CH:13][CH:12]=[C:11]([O:15][CH2:44][CH2:43][C:40]2[CH:41]=[CH:42][C:37]([C:35]#[N:36])=[CH:38][CH:39]=2)[CH:10]=1)=[O:7])([CH3:4])([CH3:2])[CH3:3]. The catalyst class is: 1.